From a dataset of Reaction yield outcomes from USPTO patents with 853,638 reactions. Predict the reaction yield, written as a fraction of the theoretical maximum amount of product (1.0 means a 100% yield; for example, 0.34 means a 34% yield). The reactants are FC(F)(F)C(O)=O.[NH2:8][C:9]1[CH:10]=[C:11]2[C:15](=[CH:16][CH:17]=1)[NH:14][C:13]([C:18]([NH:20][CH2:21][C:22]1[CH:27]=[CH:26][C:25]([Cl:28])=[C:24]([O:29][C:30]3[CH:35]=[C:34]([C:36]#[N:37])[CH:33]=[C:32]([Cl:38])[CH:31]=3)[C:23]=1[F:39])=[O:19])=[CH:12]2.[N:40]1[CH:45]=[CH:44][CH:43]=[C:42]([C:46](O)=[O:47])[CH:41]=1.CCN(C(C)C)C(C)C.O=C1N(P(Cl)(N2CCOC2=O)=O)CCO1. No catalyst specified. The product is [Cl:28][C:25]1[CH:26]=[CH:27][C:22]([CH2:21][NH:20][C:18]([C:13]2[NH:14][C:15]3[C:11]([CH:12]=2)=[CH:10][C:9]([NH:8][C:46]([C:42]2[CH:41]=[N:40][CH:45]=[CH:44][CH:43]=2)=[O:47])=[CH:17][CH:16]=3)=[O:19])=[C:23]([F:39])[C:24]=1[O:29][C:30]1[CH:35]=[C:34]([C:36]#[N:37])[CH:33]=[C:32]([Cl:38])[CH:31]=1. The yield is 0.190.